From a dataset of NCI-60 drug combinations with 297,098 pairs across 59 cell lines. Regression. Given two drug SMILES strings and cell line genomic features, predict the synergy score measuring deviation from expected non-interaction effect. (1) Drug 1: C1=CC(=CC=C1C#N)C(C2=CC=C(C=C2)C#N)N3C=NC=N3. Drug 2: CC1C(C(CC(O1)OC2CC(OC(C2O)C)OC3=CC4=CC5=C(C(=O)C(C(C5)C(C(=O)C(C(C)O)O)OC)OC6CC(C(C(O6)C)O)OC7CC(C(C(O7)C)O)OC8CC(C(C(O8)C)O)(C)O)C(=C4C(=C3C)O)O)O)O. Cell line: K-562. Synergy scores: CSS=15.1, Synergy_ZIP=1.03, Synergy_Bliss=-6.26, Synergy_Loewe=-16.1, Synergy_HSA=-9.00. (2) Drug 1: CN1CCC(CC1)COC2=C(C=C3C(=C2)N=CN=C3NC4=C(C=C(C=C4)Br)F)OC. Drug 2: CCC1(C2=C(COC1=O)C(=O)N3CC4=CC5=C(C=CC(=C5CN(C)C)O)N=C4C3=C2)O.Cl. Cell line: T-47D. Synergy scores: CSS=15.0, Synergy_ZIP=-8.35, Synergy_Bliss=0.266, Synergy_Loewe=-14.4, Synergy_HSA=-0.523. (3) Drug 1: C1C(C(OC1N2C=NC(=NC2=O)N)CO)O. Drug 2: C(CN)CNCCSP(=O)(O)O. Cell line: LOX IMVI. Synergy scores: CSS=6.83, Synergy_ZIP=-2.91, Synergy_Bliss=0.393, Synergy_Loewe=1.06, Synergy_HSA=1.27.